This data is from Catalyst prediction with 721,799 reactions and 888 catalyst types from USPTO. The task is: Predict which catalyst facilitates the given reaction. (1) Reactant: C1(P(C2C=CC=CC=2)C2C=CC=CC=2)C=CC=CC=1.[CH3:20][N:21]1[C:25]([CH2:26]O)=[CH:24][C:23]([CH3:28])=[N:22]1.Cl[C:30]1[CH:37]=[C:36]([C:38]2[C:39]([CH3:44])=[N:40][NH:41][C:42]=2[CH3:43])[CH:35]=[CH:34][C:31]=1[C:32]#[N:33].N(C(OC(C)(C)C)=O)=NC(OC(C)(C)C)=O. Product: [CH3:20][N:21]1[C:25]([CH2:26][N:40]2[C:39]([CH3:44])=[C:38]([C:36]3[CH:37]=[CH:30][C:31]([C:32]#[N:33])=[CH:34][CH:35]=3)[C:42]([CH3:43])=[N:41]2)=[CH:24][C:23]([CH3:28])=[N:22]1. The catalyst class is: 1. (2) Product: [NH2:24][C:3]1[C:4]([NH:8][CH2:9][CH2:10][CH:11]2[CH2:16][CH2:15][CH2:14][CH2:13][N:12]2[C:17]([O:19][C:20]([CH3:23])([CH3:22])[CH3:21])=[O:18])=[N:5][CH:6]=[CH:7][C:2]=1[OH:1]. The catalyst class is: 99. Reactant: [OH:1][C:2]1[CH:7]=[CH:6][N:5]=[C:4]([NH:8][CH2:9][CH2:10][CH:11]2[CH2:16][CH2:15][CH2:14][CH2:13][N:12]2[C:17]([O:19][C:20]([CH3:23])([CH3:22])[CH3:21])=[O:18])[C:3]=1[N+:24]([O-])=O.